Dataset: Forward reaction prediction with 1.9M reactions from USPTO patents (1976-2016). Task: Predict the product of the given reaction. (1) The product is: [Br:14][C:3]1[C:4]2[CH:9]=[C:8]([C:10]([OH:12])=[O:11])[CH:7]=[CH:6][C:5]=2[O:1][CH:2]=1. Given the reactants [O:1]1[C:5]2[CH:6]=[CH:7][C:8]([C:10]([O:12]C)=[O:11])=[CH:9][C:4]=2[CH:3]=[CH:2]1.[Br:14]Br.C(=O)(O)[O-].[Na+].C([O-])([O-])=O.[K+].[K+], predict the reaction product. (2) Given the reactants [CH:1]1([C:4]2[C:5]([O:15][C@@H:16]3[CH2:21][CH2:20][CH2:19][NH:18][CH2:17]3)=[CH:6][C:7]([F:14])=[C:8]([CH:13]=2)[C:9]([O:11][CH3:12])=[O:10])[CH2:3][CH2:2]1.C(N(CC)CC)C.[C:29](OC(=O)C)(=[O:31])[CH3:30], predict the reaction product. The product is: [C:29]([N:18]1[CH2:19][CH2:20][CH2:21][C@@H:16]([O:15][C:5]2[C:4]([CH:1]3[CH2:2][CH2:3]3)=[CH:13][C:8]([C:9]([O:11][CH3:12])=[O:10])=[C:7]([F:14])[CH:6]=2)[CH2:17]1)(=[O:31])[CH3:30]. (3) The product is: [CH2:25]([O:32][C@@H:33]1[C@@H:38]([O:39][CH2:40][C:41]2[CH:46]=[CH:45][CH:44]=[CH:43][CH:42]=2)[C@H:37]([O:47][CH2:48][C:49]2[CH:50]=[CH:51][CH:52]=[CH:53][CH:54]=2)[C@@H:36]([CH2:55][O:56][CH2:57][C:58]2[CH:59]=[CH:60][CH:61]=[CH:62][CH:63]=2)[O:35][C@H:34]1[C:64]1[CH:69]=[C:68]([CH2:1][Br:5])[CH:67]=[CH:66][C:65]=1[CH3:72])[C:26]1[CH:31]=[CH:30][CH:29]=[CH:28][CH:27]=1. Given the reactants [C:1]([Br:5])(Br)(Br)Br.C1(P(C2C=CC=CC=2)C2C=CC=CC=2)C=CC=CC=1.[CH2:25]([O:32][C@@H:33]1[C@@H:38]([O:39][CH2:40][C:41]2[CH:46]=[CH:45][CH:44]=[CH:43][CH:42]=2)[C@H:37]([O:47][CH2:48][C:49]2[CH:54]=[CH:53][CH:52]=[CH:51][CH:50]=2)[C@@H:36]([CH2:55][O:56][CH2:57][C:58]2[CH:63]=[CH:62][CH:61]=[CH:60][CH:59]=2)[O:35][C@H:34]1[C:64]1[CH:69]=[C:68](CO)[CH:67]=[CH:66][C:65]=1[CH3:72])[C:26]1[CH:31]=[CH:30][CH:29]=[CH:28][CH:27]=1, predict the reaction product. (4) Given the reactants [CH3:1][N:2]1[C:6]2=[N:7][CH:8]=[CH:9][CH:10]=[C:5]2[N:4]=[C:3]1S(C)(=O)=O.[CH2:15]([N:17]1[C:25]2[C:20](=[N+:21]([O-:27])[CH:22]=[CH:23][C:24]=2[CH3:26])[N:19]([C:28]2[CH:33]=[CH:32][C:31]([OH:34])=[CH:30][CH:29]=2)[C:18]1=[O:35])[CH3:16].[H-].[Na+].[Cl-].[Cl-].[Ca+2], predict the reaction product. The product is: [CH2:15]([N:17]1[C:25]2[C:20](=[N+:21]([O-:27])[CH:22]=[CH:23][C:24]=2[CH3:26])[N:19]([C:28]2[CH:29]=[CH:30][C:31]([O:34][C:3]3[N:2]([CH3:1])[C:6]4=[N:7][CH:8]=[CH:9][CH:10]=[C:5]4[N:4]=3)=[CH:32][CH:33]=2)[C:18]1=[O:35])[CH3:16]. (5) Given the reactants [CH3:1][C@H:2]1[CH2:7][N:6]([C:8]2[CH:13]=[CH:12][N:11]=[CH:10][C:9]=2[NH:14][C:15]([C:17]2[N:22]=[C:21]3[CH:23]=[C:24]([CH2:26][CH2:27][CH3:28])[O:25][C:20]3=[CH:19][CH:18]=2)=[O:16])[CH2:5][C@@H:4]([NH:29]C(=O)OC(C)(C)C)[CH2:3]1.C(O)(C(F)(F)F)=O.N, predict the reaction product. The product is: [NH2:29][C@H:4]1[CH2:3][C@@H:2]([CH3:1])[CH2:7][N:6]([C:8]2[CH:13]=[CH:12][N:11]=[CH:10][C:9]=2[NH:14][C:15]([C:17]2[N:22]=[C:21]3[CH:23]=[C:24]([CH2:26][CH2:27][CH3:28])[O:25][C:20]3=[CH:19][CH:18]=2)=[O:16])[CH2:5]1. (6) Given the reactants C(OC([N:6]1[CH2:15][CH2:14][C:13]2[C:12]3[N:16]([CH2:19][CH3:20])[CH:17]=[CH:18][C:11]=3[S:10][C:9]=2[CH2:8][CH2:7]1)=O)C.[OH-].[K+], predict the reaction product. The product is: [CH2:19]([N:16]1[C:12]2[C:13]3[CH2:14][CH2:15][NH:6][CH2:7][CH2:8][C:9]=3[S:10][C:11]=2[CH:18]=[CH:17]1)[CH3:20]. (7) Given the reactants B1(C)OC(C2C=CC=CC=2)(C2C=CC=CC=2)[C@H]2N1CCC2.B.C1COCC1.[C:28]([CH2:36][CH2:37][C:38]([O:40][CH3:41])=[O:39])(=[O:35])[C:29]1[CH:34]=[CH:33][CH:32]=[CH:31][CH:30]=1.C([O-])([O-])=O.[K+].[K+], predict the reaction product. The product is: [OH:35][C@@H:28]([C:29]1[CH:30]=[CH:31][CH:32]=[CH:33][CH:34]=1)[CH2:36][CH2:37][C:38]([O:40][CH3:41])=[O:39]. (8) Given the reactants [O:1]1[CH2:6][CH2:5][N:4]([C:7]2[C:8]3[N:9]([CH:13]=[C:14]([CH2:16][OH:17])[N:15]=3)[N:10]=[CH:11][CH:12]=2)[CH2:3][CH2:2]1, predict the reaction product. The product is: [O:1]1[CH2:2][CH2:3][N:4]([C:7]2[C:8]3[N:9]([CH:13]=[C:14]([CH:16]=[O:17])[N:15]=3)[N:10]=[CH:11][CH:12]=2)[CH2:5][CH2:6]1. (9) Given the reactants C[O:2][C:3]1[C:8]2[NH:9][C:10]([C:12]3[S:13][CH:14]=[CH:15][CH:16]=3)=[N:11][C:7]=2[C:6]([C:17]([OH:19])=O)=[CH:5][CH:4]=1.[S:20]1[CH:24]=[CH:23][N:22]=[C:21]1[NH2:25], predict the reaction product. The product is: [OH:2][C:3]1[C:8]2[NH:9][C:10]([C:12]3[S:13][CH:14]=[CH:15][CH:16]=3)=[N:11][C:7]=2[C:6]([C:17]([NH:25][C:21]2[S:20][CH:24]=[CH:23][N:22]=2)=[O:19])=[CH:5][CH:4]=1. (10) Given the reactants C([C:4]1[C:5]([O:23][CH2:24][C:25]([O:27]CC)=O)=[CH:6][C:7]2[CH2:13][CH2:12][N:11]([C:14]([O:16][C:17]([CH3:20])([CH3:19])[CH3:18])=[O:15])[CH2:10][CH:9]([CH3:21])[C:8]=2[CH:22]=1)(=O)C.Cl.[NH2:31]O.[OH-].[Na+].C(OC(OC(C)(C)C)=O)(OC(C)(C)C)=O, predict the reaction product. The product is: [CH3:21][CH:9]1[C:8]2[CH:22]=[C:4]3[NH:31][C:25](=[O:27])[CH2:24][O:23][C:5]3=[CH:6][C:7]=2[CH2:13][CH2:12][N:11]([C:14]([O:16][C:17]([CH3:19])([CH3:18])[CH3:20])=[O:15])[CH2:10]1.